Predict the reaction yield, written as a fraction of the theoretical maximum amount of product (1.0 means a 100% yield; for example, 0.34 means a 34% yield). From a dataset of Reaction yield outcomes from USPTO patents with 853,638 reactions. (1) The product is [F:2][C:3]1[CH:4]=[C:5]([C@H:10]2[CH2:15][C@@H:14]([CH2:16][OH:27])[CH2:13][CH2:12][N:11]2[C:17]([O:19][CH2:20][C:21]2[CH:22]=[CH:23][CH:24]=[CH:25][CH:26]=2)=[O:18])[CH:6]=[CH:7][C:8]=1[F:9]. The yield is 0.690. The reactants are B.[F:2][C:3]1[CH:4]=[C:5]([CH:10]2[CH2:15][C:14](=[CH2:16])[CH2:13][CH2:12][N:11]2[C:17]([O:19][CH2:20][C:21]2[CH:26]=[CH:25][CH:24]=[CH:23][CH:22]=2)=[O:18])[CH:6]=[CH:7][C:8]=1[F:9].[OH-:27].[Na+].OO. The catalyst is O1CCCC1. (2) The reactants are [NH2:1][CH2:2][CH2:3][C:4]1[CH:5]=[C:6]([CH2:10][C@H:11]([NH:13][C@@H:14]([C:16]2[CH:21]=[CH:20][CH:19]=[CH:18][CH:17]=2)[CH3:15])[CH3:12])[CH:7]=[CH:8][CH:9]=1.[C:22]([O:26][C:27](O[C:27]([O:26][C:22]([CH3:25])([CH3:24])[CH3:23])=[O:28])=[O:28])([CH3:25])([CH3:24])[CH3:23].C(N(CC)C(C)C)(C)C.C(=O)(O)[O-].[Na+]. The catalyst is C(Cl)Cl. The product is [C:22]([O:26][C:27](=[O:28])[NH:1][CH2:2][CH2:3][C:4]1[CH:9]=[CH:8][CH:7]=[C:6]([CH2:10][C@H:11]([NH:13][C@@H:14]([C:16]2[CH:17]=[CH:18][CH:19]=[CH:20][CH:21]=2)[CH3:15])[CH3:12])[CH:5]=1)([CH3:25])([CH3:24])[CH3:23]. The yield is 0.510. (3) The reactants are [Br:1][C:2]1[CH:7]=[CH:6][N:5]2[N:8]=[CH:9][C:10]([C:11]3[O:15][C:14](=[S:16])[NH:13][N:12]=3)=[C:4]2[CH:3]=1.[CH3:17][C:18]1[CH:23]=[CH:22][C:21]([N+:24]([O-:26])=[O:25])=[CH:20][C:19]=1B(O)O. No catalyst specified. The product is [Br:1][C:2]1[CH:7]=[CH:6][N:5]2[N:8]=[CH:9][C:10]([C:11]3[O:15][C:14]([S:16][C:23]4[CH:22]=[C:21]([N+:24]([O-:26])=[O:25])[CH:20]=[CH:19][C:18]=4[CH3:17])=[N:13][N:12]=3)=[C:4]2[CH:3]=1. The yield is 0.550.